Dataset: Forward reaction prediction with 1.9M reactions from USPTO patents (1976-2016). Task: Predict the product of the given reaction. The product is: [CH2:9]([CH:13]1[CH2:18][CH2:17][N:16]([CH2:20][CH2:21][CH2:22][N:23]2[C:28]3[CH:29]=[CH:30][CH:31]=[CH:32][C:27]=3[S:26][CH2:25][C:24]2=[O:33])[CH2:15][CH2:14]1)[CH2:10][CH2:11][CH3:12]. Given the reactants [Na+].[I-].C([O-])([O-])=O.[K+].[K+].[CH2:9]([CH:13]1[CH2:18][CH2:17][NH:16][CH2:15][CH2:14]1)[CH2:10][CH2:11][CH3:12].Cl[CH2:20][CH2:21][CH2:22][N:23]1[C:28]2[CH:29]=[CH:30][CH:31]=[CH:32][C:27]=2[S:26][CH2:25][C:24]1=[O:33], predict the reaction product.